From a dataset of Forward reaction prediction with 1.9M reactions from USPTO patents (1976-2016). Predict the product of the given reaction. (1) Given the reactants [NH:1]1[CH:5]=[CH:4][C:3]([C:6]2[C:14]3[C:13]([NH:15][C@H:16]([C:18]4[N:23]([C:24]5[CH:29]=[CH:28][CH:27]=[CH:26][CH:25]=5)[C:22](=[O:30])[C:21]5=[C:31]([CH3:34])[CH:32]=[CH:33][N:20]5[N:19]=4)[CH3:17])=[N:12][CH:11]=[N:10][C:9]=3[N:8]([CH2:35][O:36][CH2:37][CH2:38][Si:39]([CH3:42])([CH3:41])[CH3:40])[CH:7]=2)=[N:2]1.Cl[CH2:44][C:45]1[CH:50]=[CH:49][CH:48]=[CH:47][C:46]=1[O:51][CH3:52].C(=O)([O-])[O-].[Cs+].[Cs+].C(=O)([O-])[O-].[Na+].[Na+], predict the reaction product. The product is: [CH3:52][O:51][C:46]1[CH:47]=[CH:48][CH:49]=[CH:50][C:45]=1[CH2:44][N:1]1[CH:5]=[CH:4][C:3]([C:6]2[C:14]3[C:13]([NH:15][C@H:16]([C:18]4[N:23]([C:24]5[CH:25]=[CH:26][CH:27]=[CH:28][CH:29]=5)[C:22](=[O:30])[C:21]5=[C:31]([CH3:34])[CH:32]=[CH:33][N:20]5[N:19]=4)[CH3:17])=[N:12][CH:11]=[N:10][C:9]=3[N:8]([CH2:35][O:36][CH2:37][CH2:38][Si:39]([CH3:40])([CH3:42])[CH3:41])[CH:7]=2)=[N:2]1. (2) Given the reactants C(OC(=O)[NH:7][C@H:8]1[CH2:13][C@@H:12]([C:14]2[CH:19]=[CH:18][CH:17]=[CH:16][C:15]=2[F:20])[CH2:11][N:10]([CH2:21][C:22]([F:25])([F:24])[F:23])[C:9]1=[O:26])(C)(C)C, predict the reaction product. The product is: [NH2:7][C@H:8]1[CH2:13][C@@H:12]([C:14]2[CH:19]=[CH:18][CH:17]=[CH:16][C:15]=2[F:20])[CH2:11][N:10]([CH2:21][C:22]([F:24])([F:23])[F:25])[C:9]1=[O:26]. (3) Given the reactants [Li:1]CCCC.[CH3:6][Si:7]([CH3:14])([CH3:13])[NH:8][Si:9]([CH3:12])([CH3:11])[CH3:10].[NH4+].[Cl-], predict the reaction product. The product is: [CH3:6][Si:7]([CH3:14])([CH3:13])[N-:8][Si:9]([CH3:12])([CH3:11])[CH3:10].[Li+:1]. (4) Given the reactants [NH2:1][C:2]1[CH:3]=[CH:4][C:5]2[CH2:11][CH2:10][CH2:9][C:8](=[O:12])[NH:7][C:6]=2[CH:13]=1.[Cl:14][C:15]1[N:20]=[C:19]([NH:21][C:22]2[C:27]([O:28][CH:29]3[CH2:33][CH2:32][O:31][CH2:30]3)=[CH:26][CH:25]=[CH:24][C:23]=2[F:34])[C:18]([Cl:35])=[CH:17][N:16]=1, predict the reaction product. The product is: [Cl:35][C:18]1[C:19]([NH:21][C:22]2[C:27]([O:28][CH:29]3[CH2:33][CH2:32][O:31][CH2:30]3)=[CH:26][CH:25]=[CH:24][C:23]=2[F:34])=[N:20][C:15]([NH:1][C:2]2[CH:3]=[CH:4][C:5]3[CH2:11][CH2:10][CH2:9][C:8](=[O:12])[NH:7][C:6]=3[CH:13]=2)=[N:16][CH:17]=1.[Cl:14][C:15]1[N:20]=[C:19]([NH:21][C:22]2[C:27]([O:28][CH:29]3[CH2:33][CH2:32][O:31][CH2:30]3)=[CH:26][CH:25]=[CH:24][C:23]=2[F:34])[C:18]([Cl:35])=[CH:17][N:16]=1.